Dataset: Full USPTO retrosynthesis dataset with 1.9M reactions from patents (1976-2016). Task: Predict the reactants needed to synthesize the given product. (1) Given the product [CH2:29]([O:31][C:32](=[O:44])[C:33]1[CH:38]=[CH:37][C:36]([O:8][C:6]2[CH:5]=[CH:4][C:3]([CH:9]([CH3:28])[C:10]([OH:15])([C:16]3[CH:17]=[CH:18][C:19]4[O:24][CH2:23][C:22](=[O:25])[N:21]([CH3:26])[C:20]=4[CH:27]=3)[C:11]([F:12])([F:13])[F:14])=[C:2]([Cl:1])[CH:7]=2)=[N:35][C:34]=1[C:40]([F:41])([F:42])[F:43])[CH3:30], predict the reactants needed to synthesize it. The reactants are: [Cl:1][C:2]1[CH:7]=[C:6]([OH:8])[CH:5]=[CH:4][C:3]=1[CH:9]([CH3:28])[C:10]([C:16]1[CH:17]=[CH:18][C:19]2[O:24][CH2:23][C:22](=[O:25])[N:21]([CH3:26])[C:20]=2[CH:27]=1)([OH:15])[C:11]([F:14])([F:13])[F:12].[CH2:29]([O:31][C:32](=[O:44])[C:33]1[CH:38]=[CH:37][C:36](Cl)=[N:35][C:34]=1[C:40]([F:43])([F:42])[F:41])[CH3:30].C1N2CCN(CC2)C1. (2) Given the product [CH:1]([C@H:4]1[N:9]([C:10]2[N:15]=[C:14]([C:16]([F:19])([F:17])[F:18])[C:13]([CH3:20])=[CH:12][N:11]=2)[CH2:8][CH2:7][N:6]2[C:21]3[CH:27]=[C:26]([S:28]([CH3:31])(=[O:29])=[O:30])[C:25]([CH2:32][OH:33])=[CH:24][C:22]=3[N:23]=[C:5]12)([CH3:3])[CH3:2], predict the reactants needed to synthesize it. The reactants are: [CH:1]([C@H:4]1[N:9]([C:10]2[N:15]=[C:14]([C:16]([F:19])([F:18])[F:17])[C:13]([CH3:20])=[CH:12][N:11]=2)[CH2:8][CH2:7][N:6]2[C:21]3[CH:27]=[C:26]([S:28]([CH3:31])(=[O:30])=[O:29])[C:25]([C:32](OC)=[O:33])=[CH:24][C:22]=3[N:23]=[C:5]12)([CH3:3])[CH3:2].CC(C[AlH]CC(C)C)C. (3) Given the product [N:1]1[CH:6]=[C:5]([CH2:29][NH:17][C:16]2[CH:18]=[CH:19][CH:20]=[C:14]([CH2:13][C:12]3[CH:21]=[CH:22][CH:23]=[CH:24][C:11]=3[C:10]([F:25])([F:26])[F:9])[CH:15]=2)[CH:4]=[N:3][CH:2]=1, predict the reactants needed to synthesize it. The reactants are: [N:1]1[CH:6]=[CH:5][CH:4]=[N:3][C:2]=1C=O.[F:9][C:10]([F:26])([F:25])[C:11]1[CH:24]=[CH:23][CH:22]=[CH:21][C:12]=1[CH2:13][C:14]1[CH:15]=[C:16]([CH:18]=[CH:19][CH:20]=1)[NH2:17].[BH4-].[Na+].[CH3:29]O. (4) Given the product [CH2:13]([O:20][C:21]([N:23]1[C@H:28]([C:29](=[O:30])[NH:11][C@H:8]([CH2:9][OH:10])[CH2:7][C:6]([O:5][C:1]([CH3:4])([CH3:2])[CH3:3])=[O:12])[C@@H:27]2[CH2:32][C@H:24]1[CH2:25][CH2:26]2)=[O:22])[C:14]1[CH:19]=[CH:18][CH:17]=[CH:16][CH:15]=1, predict the reactants needed to synthesize it. The reactants are: [C:1]([O:5][C:6](=[O:12])[CH2:7][C@H:8]([NH2:11])[CH2:9][OH:10])([CH3:4])([CH3:3])[CH3:2].[CH2:13]([O:20][C:21]([N:23]1[C@H:28]([C:29](O)=[O:30])[C@@H:27]2[CH2:32][C@H:24]1[CH2:25][CH2:26]2)=[O:22])[C:14]1[CH:19]=[CH:18][CH:17]=[CH:16][CH:15]=1.O.ON1N=C2C=CC=CC2=N1.C(N(C(C)C)CC)(C)C.Cl.CN(C)CCCN=C=NCC. (5) Given the product [CH2:14]([C:18]1([C:28]2[CH:33]=[CH:32][CH:31]=[CH:30][CH:29]=2)[C:22]2[CH2:23][N:24]([C:11](=[O:13])[CH2:10][C:5]3[CH:6]=[CH:7][CH:8]=[CH:9][C:4]=3[N+:1]([O-:3])=[O:2])[CH2:25][CH2:26][C:21]=2[C:20](=[O:27])[O:19]1)[CH:15]([CH3:17])[CH3:16], predict the reactants needed to synthesize it. The reactants are: [N+:1]([C:4]1[CH:9]=[CH:8][CH:7]=[CH:6][C:5]=1[CH2:10][C:11]([OH:13])=O)([O-:3])=[O:2].[CH2:14]([C:18]1([C:28]2[CH:33]=[CH:32][CH:31]=[CH:30][CH:29]=2)[C:22]2[CH2:23][NH:24][CH2:25][CH2:26][C:21]=2[C:20](=[O:27])[O:19]1)[CH:15]([CH3:17])[CH3:16].CCN(C(C)C)C(C)C.CN([P+](ON1N=NC2C=CC=CC1=2)(N(C)C)N(C)C)C.F[P-](F)(F)(F)(F)F. (6) The reactants are: [CH3:1][O:2][C:3](=[O:36])[CH2:4][C@H:5]1[C:9]2[CH:10]=[CH:11][C:12]([O:14][C@H:15]3[C:23]4[C:18](=[C:19]([O:25][C:26]5[CH:31]=[CH:30][C:29]([CH:32]=O)=[CH:28][C:27]=5[C:34]#[N:35])[CH:20]=[CH:21][C:22]=4[F:24])[CH2:17][CH2:16]3)=[CH:13][C:8]=2[O:7][CH2:6]1.[NH:37]1[CH2:42][CH2:41][O:40][CH2:39][CH2:38]1. Given the product [CH3:1][O:2][C:3](=[O:36])[CH2:4][C@H:5]1[C:9]2[CH:10]=[CH:11][C:12]([O:14][C@H:15]3[C:23]4[C:18](=[C:19]([O:25][C:26]5[CH:31]=[CH:30][C:29]([CH2:32][N:37]6[CH2:42][CH2:41][O:40][CH2:39][CH2:38]6)=[CH:28][C:27]=5[C:34]#[N:35])[CH:20]=[CH:21][C:22]=4[F:24])[CH2:17][CH2:16]3)=[CH:13][C:8]=2[O:7][CH2:6]1, predict the reactants needed to synthesize it. (7) Given the product [NH2:8][CH:9]1[NH:13][C:12](=[O:14])[N:11]([CH3:15])[C:10]1=[O:16], predict the reactants needed to synthesize it. The reactants are: C([NH:8][C:9]1[C:10](=[O:16])[N:11]([CH3:15])[C:12](=[O:14])[N:13]=1)C1C=CC=CC=1.